From a dataset of Forward reaction prediction with 1.9M reactions from USPTO patents (1976-2016). Predict the product of the given reaction. Given the reactants [O-:1][Si:2]([O-:4])=[O:3].[Na+:5].[Na+].[O-:7][Si:8]([O-:11])([O-:10])[O-:9].[K+].[K+].[K+].[K+].[Si]([O-])([O-])([O-])[O-].[Na+].[Na+].[Na+].[Na+], predict the reaction product. The product is: [O-:3][Si:2]([O-:4])=[O:1].[Na+:5].[Na+:5].[Si:8]([OH:11])([OH:10])([OH:9])[OH:7].